Dataset: Full USPTO retrosynthesis dataset with 1.9M reactions from patents (1976-2016). Task: Predict the reactants needed to synthesize the given product. (1) Given the product [C:12]([C:4]1[C:3]([NH:1][NH2:2])=[CH:11][CH:10]=[CH:9][C:5]=1[C:6]([OH:8])=[O:7])([O:14][C:15]([CH3:18])([CH3:17])[CH3:16])=[O:13], predict the reactants needed to synthesize it. The reactants are: [NH:1]([C:3]1[CH:4]=[C:5]([CH:9]=[CH:10][CH:11]=1)[C:6]([OH:8])=[O:7])[NH2:2].[C:12](O[C:12]([O:14][C:15]([CH3:18])([CH3:17])[CH3:16])=[O:13])([O:14][C:15]([CH3:18])([CH3:17])[CH3:16])=[O:13]. (2) Given the product [F:1][C:2]1[C:7]([F:8])=[CH:6][CH:5]=[CH:4][C:3]=1[OH:12], predict the reactants needed to synthesize it. The reactants are: [F:1][C:2]1[C:7]([F:8])=[CH:6][CH:5]=[CH:4][C:3]=1B(O)O.[OH:12]O.